This data is from Catalyst prediction with 721,799 reactions and 888 catalyst types from USPTO. The task is: Predict which catalyst facilitates the given reaction. Reactant: [OH:1][C:2]1[CH:11]=[CH:10][C:5]2[C:6](=[O:9])[CH2:7][O:8][C:4]=2[C:3]=1[CH2:12][N:13]1[CH2:18][CH2:17][N:16]([C:19]([O:21][C:22]([CH3:25])([CH3:24])[CH3:23])=[O:20])[CH2:15][CH2:14]1.[S:26]([N:36]1[C:44]2[C:39](=[CH:40][CH:41]=[CH:42][CH:43]=2)[C:38]([CH:45]=O)=[CH:37]1)([C:29]1[CH:35]=[CH:34][C:32]([CH3:33])=[CH:31][CH:30]=1)(=[O:28])=[O:27].N1CCCCC1. Product: [OH:1][C:2]1[CH:11]=[CH:10][C:5]2[C:6](=[O:9])/[C:7](=[CH:45]/[C:38]3[C:39]4[C:44](=[CH:43][CH:42]=[CH:41][CH:40]=4)[N:36]([S:26]([C:29]4[CH:30]=[CH:31][C:32]([CH3:33])=[CH:34][CH:35]=4)(=[O:28])=[O:27])[CH:37]=3)/[O:8][C:4]=2[C:3]=1[CH2:12][N:13]1[CH2:14][CH2:15][N:16]([C:19]([O:21][C:22]([CH3:25])([CH3:24])[CH3:23])=[O:20])[CH2:17][CH2:18]1. The catalyst class is: 5.